Task: Predict which catalyst facilitates the given reaction.. Dataset: Catalyst prediction with 721,799 reactions and 888 catalyst types from USPTO (1) Reactant: [Cl:1][C:2]1[CH:7]=[C:6]([Cl:8])[CH:5]=[CH:4][C:3]=1[S:9][CH2:10][CH2:11][C:12]([OH:14])=O. Product: [Cl:8][C:6]1[CH:5]=[C:4]2[C:3](=[C:2]([Cl:1])[CH:7]=1)[S:9][CH2:10][CH2:11][C:12]2=[O:14]. The catalyst class is: 65. (2) Reactant: C([O:3][C:4]([CH:6]1[CH2:11][CH2:10][C:9]([F:13])([F:12])[CH2:8][CH2:7]1)=O)C.[AlH4-].[Li+].O.[OH-].[Na+]. Product: [F:12][C:9]1([F:13])[CH2:10][CH2:11][CH:6]([CH2:4][OH:3])[CH2:7][CH2:8]1. The catalyst class is: 1. (3) Reactant: [CH2:1]([C:5]1[N:6]=[C:7]([CH3:27])[NH:8][C:9](=[O:26])[C:10]=1[CH2:11][C:12]1[CH:17]=[CH:16][C:15]([C:18]2[C:19]([C:24]#[N:25])=[CH:20][CH:21]=[CH:22][CH:23]=2)=[CH:14][CH:13]=1)[CH2:2][CH2:3][CH3:4].[F:28][C:29]1[CH:30]=[C:31](B(O)O)[CH:32]=[CH:33][C:34]=1[O:35][CH3:36].C(N(CC)CC)C.N1C=CC=CC=1. Product: [CH2:1]([C:5]1[N:6]=[C:7]([CH3:27])[N:8]([C:31]2[CH:32]=[CH:33][C:34]([O:35][CH3:36])=[C:29]([F:28])[CH:30]=2)[C:9](=[O:26])[C:10]=1[CH2:11][C:12]1[CH:17]=[CH:16][C:15]([C:18]2[C:19]([C:24]#[N:25])=[CH:20][CH:21]=[CH:22][CH:23]=2)=[CH:14][CH:13]=1)[CH2:2][CH2:3][CH3:4]. The catalyst class is: 297.